The task is: Predict the reactants needed to synthesize the given product.. This data is from Full USPTO retrosynthesis dataset with 1.9M reactions from patents (1976-2016). (1) Given the product [Cl:23][C:24]1[CH:25]=[C:26]([NH:27][C:2]2[C:11]3[C:6](=[CH:7][CH:8]=[C:9]([O:12][CH:13]4[CH2:18][CH2:17][N:16]([S:19]([CH3:22])(=[O:21])=[O:20])[CH2:15][CH2:14]4)[CH:10]=3)[N:5]=[CH:4][N:3]=2)[CH:28]=[CH:29][C:30]=1[O:31][CH2:32][C:33]1[CH:38]=[CH:37][CH:36]=[CH:35][N:34]=1, predict the reactants needed to synthesize it. The reactants are: Cl[C:2]1[C:11]2[C:6](=[CH:7][CH:8]=[C:9]([O:12][CH:13]3[CH2:18][CH2:17][N:16]([S:19]([CH3:22])(=[O:21])=[O:20])[CH2:15][CH2:14]3)[CH:10]=2)[N:5]=[CH:4][N:3]=1.[Cl:23][C:24]1[CH:25]=[C:26]([CH:28]=[CH:29][C:30]=1[O:31][CH2:32][C:33]1[CH:38]=[CH:37][CH:36]=[CH:35][N:34]=1)[NH2:27].C(N(CC)C(C)C)(C)C. (2) The reactants are: [N:1]1([C:14]([O:16][C:17]([CH3:20])([CH3:19])[CH3:18])=[O:15])[C@@H:5]([C:6]([O:8]C)=[O:7])[CH2:4][CH2:3][C@H:2]1[C:10]([O:12][CH3:13])=[O:11]. Given the product [C:17]([O:16][C:14]([N:1]1[C@@H:2]([C:10]([O:12][CH3:13])=[O:11])[CH2:3][CH2:4][C@H:5]1[C:6]([OH:8])=[O:7])=[O:15])([CH3:20])([CH3:18])[CH3:19], predict the reactants needed to synthesize it. (3) The reactants are: [Cl:1][C:2]1[CH:7]=[CH:6][C:5]([CH2:8][C:9]2[CH:14]=[CH:13][N:12]=[CH:11][CH:10]=2)=[CH:4][C:3]=1[S:15](Cl)(=[O:17])=[O:16].[OH-].[NH4+:20]. Given the product [Cl:1][C:2]1[CH:7]=[CH:6][C:5]([CH2:8][C:9]2[CH:14]=[CH:13][N:12]=[CH:11][CH:10]=2)=[CH:4][C:3]=1[S:15]([NH2:20])(=[O:17])=[O:16], predict the reactants needed to synthesize it. (4) Given the product [OH:3][C:2]1[CH:8]2[CH2:9][CH:5]([CH2:6][CH2:7]2)[C:4](=[O:10])[C:1]=1[C:32](=[O:33])[C:31]1[CH:35]=[CH:36][C:28]([S:25]([CH3:24])(=[O:27])=[O:26])=[CH:29][C:30]=1[N+:37]([O-:39])=[O:38], predict the reactants needed to synthesize it. The reactants are: [CH2:1]=[C:2]1[CH:8]2[CH2:9][CH:5]([CH2:6][CH2:7]2)[C:4](=[O:10])[O:3]1.C(N(CC)CC)C.CC(C)(O)C#N.[CH3:24][S:25]([C:28]1[CH:36]=[CH:35][C:31]([C:32](Cl)=[O:33])=[C:30]([N+:37]([O-:39])=[O:38])[CH:29]=1)(=[O:27])=[O:26]. (5) Given the product [OH:7][C@H:4]([CH3:3])[CH2:5][O:6][C:9]1[N:14]=[CH:13][C:12]([C:15]2[C:16]([CH3:34])=[N:17][CH:18]=[C:19]([NH:21][C:22](=[O:33])[C:23]3[CH:28]=[CH:27][CH:26]=[C:25]([C:29]([F:30])([F:32])[F:31])[CH:24]=3)[CH:20]=2)=[CH:11][C:10]=1[N:35]1[CH2:40][CH2:39][O:38][CH2:37][CH2:36]1, predict the reactants needed to synthesize it. The reactants are: [H-].[Na+].[CH3:3][C@@H:4]([OH:7])[CH2:5][OH:6].F[C:9]1[N:14]=[CH:13][C:12]([C:15]2[C:16]([CH3:34])=[N:17][CH:18]=[C:19]([NH:21][C:22](=[O:33])[C:23]3[CH:28]=[CH:27][CH:26]=[C:25]([C:29]([F:32])([F:31])[F:30])[CH:24]=3)[CH:20]=2)=[CH:11][C:10]=1[N:35]1[CH2:40][CH2:39][O:38][CH2:37][CH2:36]1. (6) Given the product [CH3:49][C@@H:50]1[CH2:54][CH2:53][CH2:52][N:51]1[CH2:55][C@@H:56]1[CH2:60][CH2:59][CH2:58][N:57]1[C:13]([C:12]1[CH:11]=[CH:10][C:9]([C:6]2[CH:5]=[C:4]([C:1]([NH2:2])=[O:3])[S:8][CH:7]=2)=[CH:17][CH:16]=1)=[O:15], predict the reactants needed to synthesize it. The reactants are: [C:1]([C:4]1[S:8][CH:7]=[C:6]([C:9]2[CH:17]=[CH:16][C:12]([C:13]([OH:15])=O)=[CH:11][CH:10]=2)[CH:5]=1)(=[O:3])[NH2:2].CCN=C=NCCCN(C)C.Cl.C1C=CC2N(O)N=NC=2C=1.CCN(C(C)C)C(C)C.[CH3:49][C@@H:50]1[CH2:54][CH2:53][CH2:52][N:51]1[CH2:55][C@@H:56]1[CH2:60][CH2:59][CH2:58][NH:57]1. (7) The reactants are: [CH3:1][N:2]1[CH:6]=[C:5]([S:7]([N:10]2[CH2:15][CH2:14][N:13](C(OC(C)(C)C)=O)[CH2:12][CH2:11]2)(=[O:9])=[O:8])[N:4]=[CH:3]1.Cl. Given the product [CH3:1][N:2]1[CH:6]=[C:5]([S:7]([N:10]2[CH2:15][CH2:14][NH:13][CH2:12][CH2:11]2)(=[O:8])=[O:9])[N:4]=[CH:3]1, predict the reactants needed to synthesize it. (8) Given the product [Cl:14][C:15]1[N:20]=[C:19]([N:9]2[CH2:10][CH:7]([O:6][C:5]3[CH:11]=[CH:12][C:2]([Cl:1])=[CH:3][C:4]=3[F:13])[CH2:8]2)[N:18]=[CH:17][N:16]=1, predict the reactants needed to synthesize it. The reactants are: [Cl:1][C:2]1[CH:12]=[CH:11][C:5]([O:6][CH:7]2[CH2:10][NH:9][CH2:8]2)=[C:4]([F:13])[CH:3]=1.[Cl:14][C:15]1[N:20]=[C:19](Cl)[N:18]=[CH:17][N:16]=1. (9) Given the product [CH2:22]([O:24][C:25]([CH:27]1[CH2:32][CH2:31][CH2:30][CH2:29][N:28]1[N:33]([CH2:34][CH2:35][C:36]([CH3:37])([CH3:39])[CH3:38])[C:17](=[O:19])[CH2:16][C:11]1[NH:10][C:9]2[CH:20]=[CH:21][C:6]([NH:5][S:2]([CH3:1])(=[O:3])=[O:4])=[CH:7][C:8]=2[S:13](=[O:14])(=[O:15])[N:12]=1)=[O:26])[CH3:23], predict the reactants needed to synthesize it. The reactants are: [CH3:1][S:2]([NH:5][C:6]1[CH:21]=[CH:20][C:9]2[NH:10][C:11]([CH2:16][C:17]([OH:19])=O)=[N:12][S:13](=[O:15])(=[O:14])[C:8]=2[CH:7]=1)(=[O:4])=[O:3].[CH2:22]([O:24][C:25]([CH:27]1[CH2:32][CH2:31][CH2:30][CH2:29][N:28]1[NH:33][CH2:34][CH2:35][C:36]([CH3:39])([CH3:38])[CH3:37])=[O:26])[CH3:23].C1(N=C=NC2CCCCC2)CCCCC1.ClCCl.